Dataset: Peptide-MHC class I binding affinity with 185,985 pairs from IEDB/IMGT. Task: Regression. Given a peptide amino acid sequence and an MHC pseudo amino acid sequence, predict their binding affinity value. This is MHC class I binding data. (1) The peptide sequence is IIYYQLAGY. The MHC is HLA-A30:01 with pseudo-sequence HLA-A30:01. The binding affinity (normalized) is 0.0847. (2) The peptide sequence is LMIIPLINV. The MHC is HLA-A68:02 with pseudo-sequence HLA-A68:02. The binding affinity (normalized) is 0.707. (3) The peptide sequence is DLISYGGGWR. The MHC is HLA-A33:01 with pseudo-sequence HLA-A33:01. The binding affinity (normalized) is 0.331.